Dataset: Full USPTO retrosynthesis dataset with 1.9M reactions from patents (1976-2016). Task: Predict the reactants needed to synthesize the given product. (1) Given the product [CH2:1]([N:3]1[C:11]2[CH:10]=[C:9]([F:12])[CH:8]=[C:7]([OH:13])[C:6]=2[C:5]([CH:14]2[CH2:18][CH2:23][CH2:24][NH:16][CH2:15]2)=[CH:4]1)[CH3:2], predict the reactants needed to synthesize it. The reactants are: [CH2:1]([N:3]1[C:11]2[CH:10]=[C:9]([F:12])[CH:8]=[C:7]([OH:13])[C:6]=2[C:5]([CH2:14][CH2:15][N:16]2[CH2:24][C:23]3[C:18](=CC=CC=3)C2)=[CH:4]1)[CH3:2].C(N1CCCC(C2C3C(=CC(F)=CC=3OCC3C=CC=CC=3)N(CC)C=2)=C1)C1C=CC=CC=1. (2) Given the product [CH2:1]([O:3][C:4](=[O:19])[C@@H:5]([NH:15][C:16](=[O:18])[CH3:17])[CH2:6][C@H:7]([CH3:14])[CH2:8][CH2:9][O:10][CH2:11][CH:12]=[CH2:13])[CH3:2], predict the reactants needed to synthesize it. The reactants are: [CH2:1]([O:3][C:4](=[O:19])[C@@H:5]([NH:15][C:16](=[O:18])[CH3:17])[CH2:6][CH:7]([CH3:14])[CH2:8][CH2:9][O:10][CH2:11][CH:12]=[CH2:13])[CH3:2]. (3) Given the product [C:22]([NH:1][C:2]1[CH:7]=[C:6]([Cl:8])[C:5]([C:9]2[CH:10]=[CH:11][C:12]([N:15]([CH3:16])[CH3:17])=[CH:13][CH:14]=2)=[CH:4][C:3]=1[C:18]([O:20][CH3:21])=[O:19])(=[O:24])[CH3:23], predict the reactants needed to synthesize it. The reactants are: [NH2:1][C:2]1[CH:7]=[C:6]([Cl:8])[C:5]([C:9]2[CH:14]=[CH:13][C:12]([N:15]([CH3:17])[CH3:16])=[CH:11][CH:10]=2)=[CH:4][C:3]=1[C:18]([O:20][CH3:21])=[O:19].[C:22](OC(=O)C)(=[O:24])[CH3:23]. (4) Given the product [NH2:8][CH2:9][C:10]([NH:16][C:15]1[CH:17]=[CH:18][C:19]([Cl:21])=[CH:20][C:14]=1[Cl:13])=[O:11], predict the reactants needed to synthesize it. The reactants are: C([NH:8][CH2:9][C:10](O)=[O:11])(OC(C)(C)C)=O.[Cl:13][C:14]1[CH:20]=[C:19]([Cl:21])[CH:18]=[CH:17][C:15]=1[NH2:16].CN(C(ON1N=NC2C=CC=CC1=2)=[N+](C)C)C.[B-](F)(F)(F)F.CCN(CC)CC. (5) Given the product [F:1][C:2]([F:23])([C:17]1[CH:22]=[CH:21][CH:20]=[CH:19][CH:18]=1)[CH2:3][NH:4][C:5]1[C:6](=[O:16])[N:7]([CH2:12][CH2:13][CH2:14][C:27]2[CH:26]=[C:25]([NH2:24])[CH:30]=[CH:29][N:28]=2)[C:8]([CH3:11])=[CH:9][N:10]=1, predict the reactants needed to synthesize it. The reactants are: [F:1][C:2]([F:23])([C:17]1[CH:22]=[CH:21][CH:20]=[CH:19][CH:18]=1)[CH2:3][NH:4][C:5]1[C:6](=[O:16])[N:7]([CH2:12][CH2:13][CH2:14]Br)[C:8]([CH3:11])=[CH:9][N:10]=1.[NH2:24][C:25]1[CH:30]=[CH:29][N:28]=[CH:27][CH:26]=1.N1C(C)=CC=CC=1C. (6) Given the product [CH:13]([O:12][C:9]1([C:6]2[CH:7]=[CH:8][C:3]([C:1]#[C:2][C:23]3[CH:24]=[CH:25][C:20]([C:19]([O:18][CH2:16][CH3:17])=[O:27])=[CH:21][CH:22]=3)=[CH:4][CH:5]=2)[CH2:10][CH2:11]1)([CH3:15])[CH3:14], predict the reactants needed to synthesize it. The reactants are: [C:1]([C:3]1[CH:8]=[CH:7][C:6]([C:9]2([O:12][CH:13]([CH3:15])[CH3:14])[CH2:11][CH2:10]2)=[CH:5][CH:4]=1)#[CH:2].[CH2:16]([O:18][C:19](=[O:27])[C:20]1[CH:25]=[CH:24][C:23](I)=[CH:22][CH:21]=1)[CH3:17]. (7) Given the product [CH3:29][C:16]1([CH3:30])[CH2:17][N:18]([C:22]2[CH:27]=[CH:26][CH:25]=[CH:24][C:23]=2[CH3:28])[C:19](=[O:21])[CH2:20][NH:15]1, predict the reactants needed to synthesize it. The reactants are: FC(F)(F)C(O)=O.C(OC([N:15]1[CH2:20][C:19](=[O:21])[N:18]([C:22]2[CH:27]=[CH:26][CH:25]=[CH:24][C:23]=2[CH3:28])[CH2:17][C:16]1([CH3:30])[CH3:29])=O)(C)(C)C.